Dataset: Reaction yield outcomes from USPTO patents with 853,638 reactions. Task: Predict the reaction yield, written as a fraction of the theoretical maximum amount of product (1.0 means a 100% yield; for example, 0.34 means a 34% yield). (1) The reactants are O1[C:5]2([CH2:10][CH2:9][CH:8]([N:11]3[CH:15]=[C:14]([I:16])[CH:13]=[N:12]3)[CH2:7][CH2:6]2)[O:4]CC1.C1(C)C=CC(S([O-])(=O)=O)=CC=1.[NH+]1C=CC=CC=1.CC(C)=O. The catalyst is O. The product is [I:16][C:14]1[CH:13]=[N:12][N:11]([CH:8]2[CH2:7][CH2:6][C:5](=[O:4])[CH2:10][CH2:9]2)[CH:15]=1. The yield is 0.890. (2) The reactants are [C:1]([O:5][C:6]([NH:8][CH:9]([C:29](=[O:33])[N:30]([CH3:32])[CH3:31])[CH2:10][C:11]1[CH:28]=[CH:27][C:14]([O:15][C:16]2[CH:21]=[CH:20][C:19]([CH2:22][CH2:23][C:24](O)=[O:25])=[CH:18][CH:17]=2)=[CH:13][CH:12]=1)=[O:7])([CH3:4])([CH3:3])[CH3:2].ON1C2C=CC=CC=2N=N1.Cl.CN(C)CCCN=C=NCC.C(N(CC)CC)C.Cl.[CH2:64]([O:71][NH2:72])[C:65]1[CH:70]=[CH:69][CH:68]=[CH:67][CH:66]=1. The catalyst is CN(C=O)C.CCCCCC.C(OCC)(=O)C. The product is [C:1]([O:5][C:6](=[O:7])[NH:8][CH:9]([C:29](=[O:33])[N:30]([CH3:32])[CH3:31])[CH2:10][C:11]1[CH:28]=[CH:27][C:14]([O:15][C:16]2[CH:21]=[CH:20][C:19]([CH2:22][CH2:23][C:24](=[O:25])[NH:72][O:71][CH2:64][C:65]3[CH:70]=[CH:69][CH:68]=[CH:67][CH:66]=3)=[CH:18][CH:17]=2)=[CH:13][CH:12]=1)([CH3:2])([CH3:3])[CH3:4]. The yield is 0.780. (3) The reactants are [C:1]1([S:7]([CH2:10][C:11]#[N:12])(=[O:9])=[O:8])[CH:6]=[CH:5][CH:4]=[CH:3][CH:2]=1.[OH:13][C:14]1[CH:21]=[CH:20][C:17]([CH:18]=O)=[CH:16][CH:15]=1. The catalyst is CN(C=O)C.C1(C)C=CC=CC=1. The product is [C:1]1([S:7]([C:10](=[CH:18][C:17]2[CH:20]=[CH:21][C:14]([OH:13])=[CH:15][CH:16]=2)[C:11]#[N:12])(=[O:8])=[O:9])[CH:2]=[CH:3][CH:4]=[CH:5][CH:6]=1. The yield is 0.660. (4) The reactants are [OH:1][CH2:2][C:3]([C:5]1[CH:10]=[CH:9][CH:8]=[CH:7][CH:6]=1)=[O:4].[C:11](OC(=O)C)(=[O:13])[CH3:12].O. The catalyst is CN(C=O)C. The product is [C:11]([O:1][CH2:2][C:3]([C:5]1[CH:10]=[CH:9][CH:8]=[CH:7][CH:6]=1)=[O:4])(=[O:13])[CH3:12]. The yield is 0.690. (5) The reactants are Br[C:2]1[CH:3]=[CH:4][C:5]2[O:14][CH2:13][CH2:12][C:11]3[S:10][C:9]([C:15]4[N:16]([CH:20]([CH3:22])[CH3:21])[N:17]=[CH:18][N:19]=4)=[N:8][C:7]=3[C:6]=2[CH:23]=1.[CH3:24][C:25]1[C:30](B(O)O)=[CH:29][CH:28]=[CH:27][N:26]=1.C([O-])(=O)C.[K+].CN(C=O)C. The catalyst is C1C=CC([P]([Pd]([P](C2C=CC=CC=2)(C2C=CC=CC=2)C2C=CC=CC=2)([P](C2C=CC=CC=2)(C2C=CC=CC=2)C2C=CC=CC=2)[P](C2C=CC=CC=2)(C2C=CC=CC=2)C2C=CC=CC=2)(C2C=CC=CC=2)C2C=CC=CC=2)=CC=1.O. The product is [CH:20]([N:16]1[C:15]([C:9]2[S:10][C:11]3[CH2:12][CH2:13][O:14][C:5]4[CH:4]=[CH:3][C:2]([C:30]5[C:25]([CH3:24])=[N:26][CH:27]=[CH:28][CH:29]=5)=[CH:23][C:6]=4[C:7]=3[N:8]=2)=[N:19][CH:18]=[N:17]1)([CH3:22])[CH3:21]. The yield is 0.280. (6) The reactants are Br[C:2]1[C:7]([CH3:8])=[CH:6][C:5]([N+:9]([O-:11])=[O:10])=[CH:4][C:3]=1[Cl:12].[C:13]([O:17][C:18](=[O:41])[NH:19][C:20]([C:22]1[S:23][C:24]([S:39][CH3:40])=[C:25]([S:27]([C:30]2[CH:35]=[CH:34][C:33](O)=[C:32](B)[C:31]=2O)(=[O:29])=[O:28])[CH:26]=1)=[NH:21])([CH3:16])([CH3:15])[CH3:14].C(O)C.C1(C)C=CC=CC=1. The catalyst is C([O-])([O-])=O.[Na+].[Na+].C1C=CC([P]([Pd]([P](C2C=CC=CC=2)(C2C=CC=CC=2)C2C=CC=CC=2)([P](C2C=CC=CC=2)(C2C=CC=CC=2)C2C=CC=CC=2)[P](C2C=CC=CC=2)(C2C=CC=CC=2)C2C=CC=CC=2)(C2C=CC=CC=2)C2C=CC=CC=2)=CC=1.CCOC(C)=O. The product is [C:13]([O:17][C:18](=[O:41])[NH:19][C:20]([C:22]1[S:23][C:24]([S:39][CH3:40])=[C:25]([S:27]([C:30]2[CH:31]=[C:32]([C:2]3[C:7]([CH3:8])=[CH:6][C:5]([N+:9]([O-:11])=[O:10])=[CH:4][C:3]=3[Cl:12])[CH:33]=[CH:34][CH:35]=2)(=[O:29])=[O:28])[CH:26]=1)=[NH:21])([CH3:16])([CH3:15])[CH3:14]. The yield is 0.290.